This data is from Forward reaction prediction with 1.9M reactions from USPTO patents (1976-2016). The task is: Predict the product of the given reaction. Given the reactants Cl.Cl.[NH:3]1[C:11]2[C:6](=[CH:7][C:8]([C:12]3[C:20]4[C:19]([NH2:21])=[N:18][CH:17]=[N:16][C:15]=4[N:14]([CH3:22])[CH:13]=3)=[CH:9][CH:10]=2)[CH2:5][CH2:4]1.[F:23][C:24]1[CH:29]=[CH:28][CH:27]=[CH:26][C:25]=1[CH2:30][C:31](O)=[O:32].CN(C(ON1N=NC2C=CC=NC1=2)=[N+](C)C)C.F[P-](F)(F)(F)(F)F.CCN(C(C)C)C(C)C, predict the reaction product. The product is: [F:23][C:24]1[CH:29]=[CH:28][CH:27]=[CH:26][C:25]=1[CH2:30][C:31]([N:3]1[C:11]2[C:6](=[CH:7][C:8]([C:12]3[C:20]4[C:19]([NH2:21])=[N:18][CH:17]=[N:16][C:15]=4[N:14]([CH3:22])[CH:13]=3)=[CH:9][CH:10]=2)[CH2:5][CH2:4]1)=[O:32].